Task: Regression. Given two drug SMILES strings and cell line genomic features, predict the synergy score measuring deviation from expected non-interaction effect.. Dataset: NCI-60 drug combinations with 297,098 pairs across 59 cell lines (1) Drug 1: COC1=CC(=CC(=C1O)OC)C2C3C(COC3=O)C(C4=CC5=C(C=C24)OCO5)OC6C(C(C7C(O6)COC(O7)C8=CC=CS8)O)O. Drug 2: CCN(CC)CCCC(C)NC1=C2C=C(C=CC2=NC3=C1C=CC(=C3)Cl)OC. Cell line: TK-10. Synergy scores: CSS=27.1, Synergy_ZIP=-5.62, Synergy_Bliss=-2.33, Synergy_Loewe=-3.20, Synergy_HSA=1.60. (2) Drug 1: COC1=CC(=CC(=C1O)OC)C2C3C(COC3=O)C(C4=CC5=C(C=C24)OCO5)OC6C(C(C7C(O6)COC(O7)C8=CC=CS8)O)O. Drug 2: CC1=CC=C(C=C1)C2=CC(=NN2C3=CC=C(C=C3)S(=O)(=O)N)C(F)(F)F. Cell line: SF-295. Synergy scores: CSS=52.2, Synergy_ZIP=0.577, Synergy_Bliss=0.995, Synergy_Loewe=-23.6, Synergy_HSA=2.31. (3) Cell line: K-562. Drug 2: CS(=O)(=O)CCNCC1=CC=C(O1)C2=CC3=C(C=C2)N=CN=C3NC4=CC(=C(C=C4)OCC5=CC(=CC=C5)F)Cl. Synergy scores: CSS=10.6, Synergy_ZIP=23.7, Synergy_Bliss=26.5, Synergy_Loewe=-3.77, Synergy_HSA=-2.23. Drug 1: CC1CCC2CC(C(=CC=CC=CC(CC(C(=O)C(C(C(=CC(C(=O)CC(OC(=O)C3CCCCN3C(=O)C(=O)C1(O2)O)C(C)CC4CCC(C(C4)OC)OCCO)C)C)O)OC)C)C)C)OC. (4) Drug 1: CNC(=O)C1=CC=CC=C1SC2=CC3=C(C=C2)C(=NN3)C=CC4=CC=CC=N4. Drug 2: COC1=CC(=CC(=C1O)OC)C2C3C(COC3=O)C(C4=CC5=C(C=C24)OCO5)OC6C(C(C7C(O6)COC(O7)C8=CC=CS8)O)O. Cell line: NCI-H522. Synergy scores: CSS=37.1, Synergy_ZIP=2.17, Synergy_Bliss=3.20, Synergy_Loewe=0.730, Synergy_HSA=5.56. (5) Drug 1: C1=CC(=CC=C1CC(C(=O)O)N)N(CCCl)CCCl.Cl. Drug 2: C1=CC(=CC=C1CCCC(=O)O)N(CCCl)CCCl. Cell line: OVCAR3. Synergy scores: CSS=35.0, Synergy_ZIP=7.85, Synergy_Bliss=10.5, Synergy_Loewe=8.67, Synergy_HSA=10.9. (6) Drug 1: C(CC(=O)O)C(=O)CN.Cl. Drug 2: N.N.Cl[Pt+2]Cl. Cell line: RXF 393. Synergy scores: CSS=48.9, Synergy_ZIP=-2.15, Synergy_Bliss=-4.19, Synergy_Loewe=-30.6, Synergy_HSA=-3.40.